This data is from Reaction yield outcomes from USPTO patents with 853,638 reactions. The task is: Predict the reaction yield, written as a fraction of the theoretical maximum amount of product (1.0 means a 100% yield; for example, 0.34 means a 34% yield). (1) The reactants are [C:1]([C:3]1[CH:8]=[CH:7][C:6]([C:9]2[N:10]=[C:11]([NH:14][C:15]([CH3:23])([CH3:22])/[CH:16]=[CH:17]/[C:18]([O:20][CH3:21])=[O:19])[S:12][CH:13]=2)=[CH:5][CH:4]=1)#[N:2].[H][H]. The catalyst is C(OCC)(=O)C.[Pd]. The product is [C:1]([C:3]1[CH:4]=[CH:5][C:6]([C:9]2[N:10]=[C:11]([NH:14][C:15]([CH3:23])([CH3:22])[CH2:16][CH2:17][C:18]([O:20][CH3:21])=[O:19])[S:12][CH:13]=2)=[CH:7][CH:8]=1)#[N:2]. The yield is 0.950. (2) The reactants are [Cl:1][C:2]1[CH:7]=[CH:6][C:5]([C:8]#[N:9])=[CH:4][C:3]=1[CH2:10][S:11](Cl)(=[O:13])=[O:12].[OH-].[NH4+:16].O.Cl. The catalyst is C(Cl)Cl. The product is [Cl:1][C:2]1[CH:7]=[CH:6][C:5]([C:8]#[N:9])=[CH:4][C:3]=1[CH2:10][S:11]([NH2:16])(=[O:13])=[O:12]. The yield is 0.700. (3) The product is [NH2:32][CH2:31][C:29]1[CH:28]=[N:27][N:26]([CH2:25][C@@H:17]2[C@H:16]([NH:15][C:13](=[O:14])/[C:12](=[N:11]\[O:10][C:7]([CH3:9])([CH3:8])[C:6]([OH:53])=[O:5])/[C:40]3[N:41]=[C:42]([NH2:45])[S:43][CH:44]=3)[C:19](=[O:20])[N:18]2[S:21]([OH:24])(=[O:23])=[O:22])[N:30]=1. The catalyst is C(O)=O. The yield is 0.310. The reactants are C([O:5][C:6](=[O:53])[C:7]([O:10]/[N:11]=[C:12](/[C:40]1[N:41]=[C:42]([NH:45]C(OC(C)(C)C)=O)[S:43][CH:44]=1)\[C:13]([NH:15][C@@H:16]1[C:19](=[O:20])[N:18]([S:21]([OH:24])(=[O:23])=[O:22])[C@@H:17]1[CH2:25][N:26]1[N:30]=[C:29]([CH2:31][NH:32]C(OC(C)(C)C)=O)[CH:28]=[N:27]1)=[O:14])([CH3:9])[CH3:8])(C)(C)C.C(O)(C(F)(F)F)=O. (4) The reactants are [N:1]([CH2:4][CH2:5][CH2:6][C:7]1([C:25]2[CH:30]=[CH:29][CH:28]=[CH:27][CH:26]=2)[N:11]([C:12]2[S:13][CH:14]=[N:15][N:16]=2)[N:10]=[C:9]([C:17]2[CH:22]=[C:21]([F:23])[CH:20]=[CH:19][C:18]=2[F:24])[S:8]1)=[N+:2]=[N-:3].[Br:31]N1C(=O)CCC1=O. The catalyst is C(#N)C. The product is [N:1]([CH2:4][CH2:5][CH2:6][C:7]1([C:25]2[CH:30]=[CH:29][CH:28]=[CH:27][CH:26]=2)[N:11]([C:12]2[S:13][C:14]([Br:31])=[N:15][N:16]=2)[N:10]=[C:9]([C:17]2[CH:22]=[C:21]([F:23])[CH:20]=[CH:19][C:18]=2[F:24])[S:8]1)=[N+:2]=[N-:3]. The yield is 0.930. (5) The reactants are [Cl-].O[NH3+:3].[C:4](=[O:7])([O-])[OH:5].[Na+].CS(C)=O.[CH3:13][C:14]1[N:15]([C:39]2[CH:44]=[CH:43][C:42]([O:45][C:46]3[CH:51]=[CH:50][CH:49]=[CH:48][CH:47]=3)=[CH:41][CH:40]=2)[C:16](=[O:38])[C:17]([CH2:23][C:24]2[CH:29]=[CH:28][C:27]([C:30]3[C:31]([C:36]#[N:37])=[CH:32][CH:33]=[CH:34][CH:35]=3)=[CH:26][CH:25]=2)=[C:18]([CH2:20][CH2:21][CH3:22])[N:19]=1. The catalyst is O.C(OCC)(=O)C. The product is [CH3:13][C:14]1[N:15]([C:39]2[CH:40]=[CH:41][C:42]([O:45][C:46]3[CH:51]=[CH:50][CH:49]=[CH:48][CH:47]=3)=[CH:43][CH:44]=2)[C:16](=[O:38])[C:17]([CH2:23][C:24]2[CH:25]=[CH:26][C:27]([C:30]3[CH:35]=[CH:34][CH:33]=[CH:32][C:31]=3[C:36]3[NH:3][C:4](=[O:7])[O:5][N:37]=3)=[CH:28][CH:29]=2)=[C:18]([CH2:20][CH2:21][CH3:22])[N:19]=1. The yield is 0.750.